From a dataset of NCI-60 drug combinations with 297,098 pairs across 59 cell lines. Regression. Given two drug SMILES strings and cell line genomic features, predict the synergy score measuring deviation from expected non-interaction effect. Drug 1: COC1=CC(=CC(=C1O)OC)C2C3C(COC3=O)C(C4=CC5=C(C=C24)OCO5)OC6C(C(C7C(O6)COC(O7)C8=CC=CS8)O)O. Drug 2: CC1=C(C(CCC1)(C)C)C=CC(=CC=CC(=CC(=O)O)C)C. Cell line: SW-620. Synergy scores: CSS=26.9, Synergy_ZIP=0.722, Synergy_Bliss=-1.69, Synergy_Loewe=-26.0, Synergy_HSA=-4.53.